Dataset: NCI-60 drug combinations with 297,098 pairs across 59 cell lines. Task: Regression. Given two drug SMILES strings and cell line genomic features, predict the synergy score measuring deviation from expected non-interaction effect. Drug 1: C1CC(=O)NC(=O)C1N2CC3=C(C2=O)C=CC=C3N. Drug 2: CN(C)C1=NC(=NC(=N1)N(C)C)N(C)C. Cell line: MALME-3M. Synergy scores: CSS=-1.35, Synergy_ZIP=2.15, Synergy_Bliss=5.17, Synergy_Loewe=0.517, Synergy_HSA=-0.746.